Dataset: Full USPTO retrosynthesis dataset with 1.9M reactions from patents (1976-2016). Task: Predict the reactants needed to synthesize the given product. (1) Given the product [CH:13]1([C:2]2[CH:10]=[C:9]([CH3:11])[C:5]([C:6]([NH2:8])=[O:7])=[C:4]([F:12])[CH:3]=2)[CH2:15][CH2:14]1, predict the reactants needed to synthesize it. The reactants are: Br[C:2]1[CH:10]=[C:9]([CH3:11])[C:5]([C:6]([NH2:8])=[O:7])=[C:4]([F:12])[CH:3]=1.[CH:13]1(B(O)O)[CH2:15][CH2:14]1.C1(P(C2CCCCC2)C2CCCCC2)CCCCC1.C(=O)([O-])[O-].[K+].[K+]. (2) Given the product [CH3:15][C:14]1[N:13]=[C:12]([NH:16][C:17](=[O:19])[CH3:18])[CH:11]=[CH:10][C:9]=1[O:8][C:6]1[CH:5]=[CH:4][N:3]=[C:2]([C:30]2[CH:29]=[N:28][N:27]([CH3:26])[CH:31]=2)[CH:7]=1, predict the reactants needed to synthesize it. The reactants are: Cl[C:2]1[CH:7]=[C:6]([O:8][C:9]2[CH:10]=[CH:11][C:12]([NH:16][C:17](=[O:19])[CH3:18])=[N:13][C:14]=2[CH3:15])[CH:5]=[CH:4][N:3]=1.C([O-])([O-])=O.[K+].[K+].[CH3:26][N:27]1[CH:31]=[C:30](B2OC(C)(C)C(C)(C)O2)[CH:29]=[N:28]1. (3) Given the product [Cl:19][C:16]1[S:15][C:14]([C:12]2[CH:11]=[C:10]([C:20]([F:23])([F:22])[F:21])[N:9]=[C:8]([C:4]3[CH:3]=[C:2]([C:28]4[CH:27]=[N:26][C:25]([NH2:24])=[N:30][CH:29]=4)[CH:7]=[CH:6][CH:5]=3)[N:13]=2)=[CH:18][CH:17]=1, predict the reactants needed to synthesize it. The reactants are: Br[C:2]1[CH:3]=[C:4]([C:8]2[N:13]=[C:12]([C:14]3[S:15][C:16]([Cl:19])=[CH:17][CH:18]=3)[CH:11]=[C:10]([C:20]([F:23])([F:22])[F:21])[N:9]=2)[CH:5]=[CH:6][CH:7]=1.[NH2:24][C:25]1[N:30]=[CH:29][C:28](B2OC(C)(C)C(C)(C)O2)=[CH:27][N:26]=1. (4) Given the product [Cl:2][C:3]1[CH:4]=[C:5]([C:13]2[N:52]([C:48]3[CH:47]=[N:46][CH:51]=[CH:50][CH:49]=3)[N:53]=[C:15]([C:16]([OH:18])=[O:17])[CH:14]=2)[CH:6]=[C:7]([O:9][CH:10]([F:11])[F:12])[CH:8]=1, predict the reactants needed to synthesize it. The reactants are: [Li].[Cl:2][C:3]1[CH:4]=[C:5]([C:13]([O-])=[CH:14][C:15](=O)[C:16]([O:18]CC)=[O:17])[CH:6]=[C:7]([O:9][CH:10]([F:12])[F:11])[CH:8]=1.ClC1C=C(C2N(C3C=CC=CN=3)N=C(C(O)=O)C=2)C=C(F)C=1.Cl.[N:46]1[CH:51]=[CH:50][CH:49]=[C:48]([NH:52][NH2:53])[CH:47]=1. (5) Given the product [Cl:11][C:12]1[C:20]([C:21]([F:24])([F:23])[F:22])=[N:19][CH:18]=[CH:17][C:13]=1[C:14]([N:19]1[C@@H:20]([CH3:21])[CH2:12][C:13]2[N:1]([C:4]3[CH:8]=[CH:7][N:6]([CH2:9][CH3:10])[N:5]=3)[N:2]=[N:3][C:17]=2[CH2:18]1)=[O:16], predict the reactants needed to synthesize it. The reactants are: [N:1]([C:4]1[CH:8]=[CH:7][N:6]([CH2:9][CH3:10])[N:5]=1)=[N+:2]=[N-:3].[Cl:11][C:12]1[C:20]([C:21]([F:24])([F:23])[F:22])=[N:19][CH:18]=[CH:17][C:13]=1[C:14]([OH:16])=O. (6) Given the product [NH2:35][CH:33]1[CH2:34][N:31]([C@H:28]2[CH2:29][CH2:30][C@H:25]([CH2:24][NH:23][C:5]3[C:4]([N+:1]([O-:3])=[O:2])=[CH:9][N:8]=[C:7]([NH:10][CH2:11][C:12]4[CH:17]=[CH:16][CH:15]=[CH:14][C:13]=4[O:18][C:19]([F:21])([F:22])[F:20])[N:6]=3)[CH2:26][CH2:27]2)[CH2:32]1, predict the reactants needed to synthesize it. The reactants are: [N+:1]([C:4]1[C:5]([NH:23][CH2:24][CH:25]2[CH2:30][CH2:29][CH:28]([N:31]3[CH2:34][CH:33]([N:35]4C(=O)C5C(=CC=CC=5)C4=O)[CH2:32]3)[CH2:27][CH2:26]2)=[N:6][C:7]([NH:10][CH2:11][C:12]2[CH:17]=[CH:16][CH:15]=[CH:14][C:13]=2[O:18][C:19]([F:22])([F:21])[F:20])=[N:8][CH:9]=1)([O-:3])=[O:2].O.NN. (7) Given the product [Cl:16][C:17]1[CH:18]=[C:19]([NH:20][C:2]2[C:3]3[N:10]([CH2:11][CH2:12][O:13][CH2:14][CH3:15])[CH:9]=[CH:8][C:4]=3[N:5]=[CH:6][N:7]=2)[CH:21]=[CH:22][C:23]=1[O:24][CH2:25][C:26]1[CH:31]=[CH:30][CH:29]=[CH:28][N:27]=1, predict the reactants needed to synthesize it. The reactants are: Cl[C:2]1[C:3]2[N:10]([CH2:11][CH2:12][O:13][CH2:14][CH3:15])[CH:9]=[CH:8][C:4]=2[N:5]=[CH:6][N:7]=1.[Cl:16][C:17]1[CH:18]=[C:19]([CH:21]=[CH:22][C:23]=1[O:24][CH2:25][C:26]1[CH:31]=[CH:30][CH:29]=[CH:28][N:27]=1)[NH2:20]. (8) Given the product [Cl:24][C:25]1[CH:32]=[CH:31][C:28]([CH2:29][N:4]2[CH2:5][CH2:6][N:1]([C:7]3[CH:16]=[C:15]4[C:10]([CH2:11][CH2:12][NH:13][C:14]4=[O:17])=[CH:9][CH:8]=3)[CH2:2][CH2:3]2)=[CH:27][CH:26]=1, predict the reactants needed to synthesize it. The reactants are: [N:1]1([C:7]2[CH:16]=[C:15]3[C:10]([CH2:11][CH2:12][NH:13][C:14]3=[O:17])=[CH:9][CH:8]=2)[CH2:6][CH2:5][NH:4][CH2:3][CH2:2]1.C(=O)([O-])[O-].[K+].[K+].[Cl:24][C:25]1[CH:32]=[CH:31][C:28]([CH2:29]Br)=[CH:27][CH:26]=1.O. (9) Given the product [C:17]([O:16][C:15]([NH:14][CH2:13][CH2:12][N:8]1[CH:7]([CH3:22])[C:6]2[CH:23]=[C:2]([C:29]3[C:28]4[C:32](=[CH:33][C:25]([F:24])=[CH:26][CH:27]=4)[N:31]([C:34]([O:36][C:37]([CH3:40])([CH3:39])[CH3:38])=[O:35])[CH:30]=3)[CH:3]=[CH:4][C:5]=2[S:9]1(=[O:11])=[O:10])=[O:21])([CH3:20])([CH3:19])[CH3:18], predict the reactants needed to synthesize it. The reactants are: Br[C:2]1[CH:3]=[CH:4][C:5]2[S:9](=[O:11])(=[O:10])[N:8]([CH2:12][CH2:13][NH:14][C:15](=[O:21])[O:16][C:17]([CH3:20])([CH3:19])[CH3:18])[CH:7]([CH3:22])[C:6]=2[CH:23]=1.[F:24][C:25]1[CH:33]=[C:32]2[C:28]([C:29](B3OC(C)(C)C(C)(C)O3)=[CH:30][N:31]2[C:34]([O:36][C:37]([CH3:40])([CH3:39])[CH3:38])=[O:35])=[CH:27][CH:26]=1.[O-]P([O-])([O-])=O.[K+].[K+].[K+]. (10) Given the product [CH3:13][O:12][C:7]1[CH:8]=[C:9]2[C:4](=[CH:5][CH:6]=1)[N:3]=[C:2]([C:20]1[CH:21]=[CH:22][C:17]([C:14]([OH:16])=[O:15])=[CH:18][CH:19]=1)[N:11]=[CH:10]2, predict the reactants needed to synthesize it. The reactants are: Cl[C:2]1[N:11]=[CH:10][C:9]2[C:4](=[CH:5][CH:6]=[C:7]([O:12][CH3:13])[CH:8]=2)[N:3]=1.[C:14]([C:17]1[CH:22]=[CH:21][C:20](B(O)O)=[CH:19][CH:18]=1)([OH:16])=[O:15].C([O-])([O-])=O.[K+].[K+].